Dataset: Full USPTO retrosynthesis dataset with 1.9M reactions from patents (1976-2016). Task: Predict the reactants needed to synthesize the given product. (1) Given the product [CH2:15]([C:12]1[C:13]([N:17]2[CH2:21][CH2:20][CH2:19][CH2:18]2)=[N:14][CH:6]=[C:7]([CH:11]=1)[C:8]([OH:10])=[O:9])[CH3:16], predict the reactants needed to synthesize it. The reactants are: C(N([C:6]1[N:14]=[CH:13][C:12]([CH2:15][CH3:16])=[CH:11][C:7]=1[C:8]([OH:10])=[O:9])CC)C.[NH:17]1[CH2:21][CH2:20][CH2:19][CH2:18]1. (2) Given the product [C:6]1([C:4]2[C:3](=[O:2])[NH:33][C:31](=[O:32])[C:30]=2[C:25]2[C:24]3[C:28](=[CH:29][C:21]([C:20]([F:34])([F:19])[F:35])=[CH:22][CH:23]=3)[NH:27][CH:26]=2)[C:16]2=[C:17]3[C:12](=[CH:13][CH:14]=[CH:15]2)[CH2:11][CH2:10][CH2:9][N:8]3[CH:7]=1, predict the reactants needed to synthesize it. The reactants are: C[O:2][C:3](=O)[C:4]([C:6]1[C:16]2=[C:17]3[C:12](=[CH:13][CH:14]=[CH:15]2)[CH2:11][CH2:10][CH2:9][N:8]3[CH:7]=1)=O.[F:19][C:20]([F:35])([F:34])[C:21]1[CH:29]=[C:28]2[C:24]([C:25]([CH2:30][C:31]([NH2:33])=[O:32])=[CH:26][NH:27]2)=[CH:23][CH:22]=1.